From a dataset of Forward reaction prediction with 1.9M reactions from USPTO patents (1976-2016). Predict the product of the given reaction. (1) Given the reactants [C:1]([C:3]1[CH2:7][CH2:6][CH2:5][C:4]=1[NH:8][C:9]([NH:11]C(=O)C1C=CC=CC=1)=[O:10])#[N:2].[OH-].[Na+], predict the reaction product. The product is: [NH2:2][C:1]1[C:3]2[CH2:7][CH2:6][CH2:5][C:4]=2[NH:8][C:9](=[O:10])[N:11]=1. (2) Given the reactants C[O:2][C:3](=[O:15])[CH2:4][C:5]1[C:13]2[C:8](=[CH:9][CH:10]=[CH:11][CH:12]=2)[N:7]([CH3:14])[CH:6]=1.[OH-].[Na+].Cl.C(N1C2C(=CC=CC=2)C(CC(O)=O)=C1)C, predict the reaction product. The product is: [CH3:14][N:7]1[C:8]2[C:13](=[CH:12][CH:11]=[CH:10][CH:9]=2)[C:5]([CH2:4][C:3]([OH:15])=[O:2])=[CH:6]1. (3) Given the reactants [Cl:1][C:2]1[CH:3]=[C:4]([CH:12]([CH2:30][CH:31]2[CH2:35][CH2:34][CH2:33][CH2:32]2)[C:13]([NH:15][C:16]2[CH:21]=[N:20][C:19]([CH:22]=[C:23]3[C:27](=[O:28])[NH:26][C:25](=[O:29])[NH:24]3)=[CH:18][N:17]=2)=[O:14])[CH:5]=[CH:6][C:7]=1[S:8]([CH3:11])(=[O:10])=[O:9], predict the reaction product. The product is: [Cl:1][C:2]1[CH:3]=[C:4]([CH:12]([CH2:30][CH:31]2[CH2:32][CH2:33][CH2:34][CH2:35]2)[C:13]([NH:15][C:16]2[CH:21]=[N:20][C:19]([CH2:22][CH:23]3[C:27](=[O:28])[NH:26][C:25](=[O:29])[NH:24]3)=[CH:18][N:17]=2)=[O:14])[CH:5]=[CH:6][C:7]=1[S:8]([CH3:11])(=[O:10])=[O:9]. (4) Given the reactants Cl[C:2](Cl)(Cl)[CH:3]([OH:5])O.[F:8][C:9]1[CH:14]=[CH:13][CH:12]=[CH:11][C:10]=1[NH2:15].[O-]S([O-])(=O)=O.[Na+].[Na+].Cl.[NH2:24][OH:25].Cl, predict the reaction product. The product is: [F:8][C:9]1[CH:14]=[CH:13][CH:12]=[CH:11][C:10]=1[NH:15][C:3](=[O:5])[CH:2]=[N:24][OH:25]. (5) The product is: [C:1]1([C:7]2[O:11][N:10]=[C:9]([N:12]3[CH2:16][CH2:15][C@H:14]([NH:17][C:28]4[N:33]=[CH:32][N:31]=[C:30]5[NH:34][N:35]=[CH:36][C:29]=45)[CH2:13]3)[N:8]=2)[CH:2]=[CH:3][CH:4]=[CH:5][CH:6]=1. Given the reactants [C:1]1([C:7]2[O:11][N:10]=[C:9]([N:12]3[CH2:16][CH2:15][C@H:14]([NH2:17])[CH2:13]3)[N:8]=2)[CH:6]=[CH:5][CH:4]=[CH:3][CH:2]=1.CCN(C(C)C)C(C)C.Cl[C:28]1[N:33]=[CH:32][N:31]=[C:30]2[N:34](C3CCCCO3)[N:35]=[CH:36][C:29]=12, predict the reaction product.